This data is from Catalyst prediction with 721,799 reactions and 888 catalyst types from USPTO. The task is: Predict which catalyst facilitates the given reaction. (1) Reactant: Cl[C:2]1[CH:7]=[CH:6][N:5]2[N:8]=[CH:9][CH:10]=[C:4]2[N:3]=1.[F:11][C:12]1[CH:17]=[CH:16][C:15]([F:18])=[CH:14][C:13]=1[C@H:19]1[CH2:23][CH2:22][CH2:21][NH:20]1.C(O)CCC.CCN(C(C)C)C(C)C. Product: [F:11][C:12]1[CH:17]=[CH:16][C:15]([F:18])=[CH:14][C:13]=1[C@H:19]1[CH2:23][CH2:22][CH2:21][N:20]1[C:2]1[CH:7]=[CH:6][N:5]2[N:8]=[CH:9][CH:10]=[C:4]2[N:3]=1. The catalyst class is: 25. (2) Reactant: [Na].[CH3:2][CH2:3][O:4][C:5]([CH:7]([C:9]([CH3:11])=[O:10])[CH3:8])=[O:6].[CH3:12]I. Product: [CH3:8][C:7]([CH3:12])([C:9](=[O:10])[CH3:11])[C:5]([O:4][CH2:3][CH3:2])=[O:6]. The catalyst class is: 8. (3) The catalyst class is: 5. Product: [F:16][C:17]1[CH:18]=[C:19]2[C:23](=[CH:24][CH:25]=1)[NH:22][CH:21]=[C:20]2[CH2:26][CH2:27][CH2:28][NH:1][CH:2]1[CH2:14][O:13][C:12]2[CH:11]=[CH:10][C:9]3[CH2:8][NH:7][C:6](=[O:15])[C:5]=3[C:4]=2[CH2:3]1. Reactant: [NH2:1][CH:2]1[CH2:14][O:13][C:12]2[CH:11]=[CH:10][C:9]3[CH2:8][NH:7][C:6](=[O:15])[C:5]=3[C:4]=2[CH2:3]1.[F:16][C:17]1[CH:18]=[C:19]2[C:23](=[CH:24][CH:25]=1)[NH:22][CH:21]=[C:20]2[CH2:26][CH2:27][CH:28]=O.CC(O)=O.[BH3-]C#N.[Na+]. (4) Reactant: [F:1][C:2]([F:12])([F:11])[C:3]1[CH:10]=[CH:9][C:6]([C:7]#[N:8])=[CH:5][CH:4]=1.[N-:13]=[N+:14]=[N-:15].[Na+].[Cl-].[NH4+]. Product: [F:1][C:2]([F:11])([F:12])[C:3]1[CH:10]=[CH:9][C:6]([C:7]2[N:13]=[N:14][NH:15][N:8]=2)=[CH:5][CH:4]=1. The catalyst class is: 3.